Dataset: Human Reference Interactome with 51,813 positive PPI pairs across 8,248 proteins, plus equal number of experimentally-validated negative pairs. Task: Binary Classification. Given two protein amino acid sequences, predict whether they physically interact or not. Protein 1 (ENSG00000171291) has sequence MLSLSPILLYTCEMFQDPVAFKDVAVNFTQEEWALLDISQKNLYREVMLETFWNLTSIGKKWKDQNIEYEYQNPRRNFRSVTEEKVNEIKEDSHCGETFTPVPDDRLNFQKKKASPEVKSCDSFVCEVGLGNSSSNMNIRGDTGHKACECQEYGPKPWKSQQPKKAFRYHPSLRTQERDHTGKKPYACKECGKNIIYHSSIQRHMVVHSGDGPYKCKFCGKAFHCLSLYLIHERTHTGEKPYECKQCGKSFSYSATHRIHERTHIGEKPYECQECGKAFHSPRSCHRHERSHMGEKAYQC.... Protein 2 (ENSG00000215695) has sequence MSSLPTSDGFNHPARSSGQSPDVGNPMSLARSVSASVCPIKPSDSDRIEPKAVKALKASAEFQLNSEKKEHLSLQDLSDHASSADHAPTDQSPAMPMQNSSEEITVAGNLEKSAERSTQGLKFHLHTRQEASLSVTSTRMHEPQMFLGEKDWHPENQNLSQVSDPQQHEEPGNEQYEVAQQKASHDQEYLCNIGDLELPEERQQNQHKIVDLEATMKGNGLPQNVDPPSAKKSIPSSECSGCSNSETFMEIDTAQQSLVTLLNSTGRQNANVKNIGALDLTLDNPLMEVETSKCNPSSEI.... Result: 0 (the proteins do not interact).